Regression/Classification. Given a drug SMILES string, predict its absorption, distribution, metabolism, or excretion properties. Task type varies by dataset: regression for continuous measurements (e.g., permeability, clearance, half-life) or binary classification for categorical outcomes (e.g., BBB penetration, CYP inhibition). Dataset: bioavailability_ma. From a dataset of Oral bioavailability binary classification data from Ma et al.. The drug is COCCCC/C(=N\OCCN)c1ccc(C(F)(F)F)cc1. The result is 1 (high bioavailability).